This data is from Full USPTO retrosynthesis dataset with 1.9M reactions from patents (1976-2016). The task is: Predict the reactants needed to synthesize the given product. (1) Given the product [CH3:1][O:2][C:3](=[O:33])[C@@H:4]([NH:13][C:14]([C:16]1[CH:17]=[C:18]([C:23]2[CH:28]=[CH:27][C:26]([C:29]([F:32])([F:31])[F:30])=[CH:25][CH:24]=2)[CH:19]=[CH:20][C:21]=1[OH:22])=[O:15])[CH2:5][C:6]1[CH:11]=[CH:10][C:9]([C:39]2[CH:40]=[CH:41][C:36]([C:35]([F:46])([F:45])[F:34])=[CH:37][CH:38]=2)=[CH:8][CH:7]=1, predict the reactants needed to synthesize it. The reactants are: [CH3:1][O:2][C:3](=[O:33])[C@@H:4]([NH:13][C:14]([C:16]1[CH:17]=[C:18]([C:23]2[CH:28]=[CH:27][C:26]([C:29]([F:32])([F:31])[F:30])=[CH:25][CH:24]=2)[CH:19]=[CH:20][C:21]=1[OH:22])=[O:15])[CH2:5][C:6]1[CH:11]=[CH:10][C:9](Br)=[CH:8][CH:7]=1.[F:34][C:35]([F:46])([F:45])[C:36]1[CH:41]=[CH:40][C:39](B(O)O)=[CH:38][CH:37]=1. (2) The reactants are: [OH:1][CH:2]([C:8]1[C:17]2[C:12](=[CH:13][CH:14]=[CH:15][CH:16]=2)[CH:11]=[CH:10][C:9]=1[O:18][CH2:19][C:20]1[CH:25]=[CH:24][CH:23]=[CH:22][CH:21]=1)[C:3]([O:5][CH2:6][CH3:7])=[O:4].[CH3:26][O:27][CH2:28]Cl.O. Given the product [CH2:19]([O:18][C:9]1[CH:10]=[CH:11][C:12]2[C:17](=[CH:16][CH:15]=[CH:14][CH:13]=2)[C:8]=1[CH:2]([O:1][CH2:26][O:27][CH3:28])[C:3]([O:5][CH2:6][CH3:7])=[O:4])[C:20]1[CH:21]=[CH:22][CH:23]=[CH:24][CH:25]=1, predict the reactants needed to synthesize it. (3) Given the product [CH2:20]([O:19][C:17]1[CH:16]=[CH:15][C:14]([S:27][C:28]2[CH:29]=[CH:30][C:31]([OH:34])=[CH:32][CH:33]=2)=[C:13]([NH:12][C:2]2[C:11]3[C:6](=[N:7][CH:8]=[CH:9][CH:10]=3)[N:5]=[CH:4][CH:3]=2)[CH:18]=1)[C:21]1[CH:22]=[CH:23][CH:24]=[CH:25][CH:26]=1, predict the reactants needed to synthesize it. The reactants are: Cl[C:2]1[C:11]2[C:6](=[N:7][CH:8]=[CH:9][CH:10]=2)[N:5]=[CH:4][CH:3]=1.[NH2:12][C:13]1[CH:18]=[C:17]([O:19][CH2:20][C:21]2[CH:26]=[CH:25][CH:24]=[CH:23][CH:22]=2)[CH:16]=[CH:15][C:14]=1[S:27][C:28]1[CH:33]=[CH:32][C:31]([OH:34])=[CH:30][CH:29]=1. (4) Given the product [CH:1]([O:3][CH2:12][C:13]([O:15][CH2:16][CH2:17][C:18]([O:21][C:22](=[O:25])[CH2:23][O:29][CH:26]=[O:28])([CH3:20])[CH3:19])=[O:14])=[O:2], predict the reactants needed to synthesize it. The reactants are: [CH:1]([OH:3])=[O:2].C(N(CC)CC)C.Cl[CH2:12][C:13]([O:15][CH2:16][CH2:17][C:18]([O:21][C:22](=[O:25])[CH2:23]Cl)([CH3:20])[CH3:19])=[O:14].[C:26]([O:29]CC)(=[O:28])C. (5) Given the product [F:12][C:13]1[CH:21]=[CH:20][C:16]([C:17]2[NH:11][C:6]3[CH:5]=[C:4]([N+:1]([O-:3])=[O:2])[CH:9]=[CH:8][C:7]=3[N:10]=2)=[CH:15][CH:14]=1, predict the reactants needed to synthesize it. The reactants are: [N+:1]([C:4]1[CH:9]=[CH:8][C:7]([NH2:10])=[C:6]([NH2:11])[CH:5]=1)([O-:3])=[O:2].[F:12][C:13]1[CH:21]=[CH:20][C:16]([C:17](O)=O)=[CH:15][CH:14]=1.[K+].[Br-]. (6) Given the product [C:1]([C:5]1[S:9][C:8]([NH:10][C:14](=[O:15])[C:13]2[CH:17]=[C:18]([C:21]([F:22])([F:23])[F:24])[CH:19]=[CH:20][C:12]=2[F:11])=[N:7][N:6]=1)([CH3:4])([CH3:3])[CH3:2], predict the reactants needed to synthesize it. The reactants are: [C:1]([C:5]1[S:9][C:8]([NH2:10])=[N:7][N:6]=1)([CH3:4])([CH3:3])[CH3:2].[F:11][C:12]1[CH:20]=[CH:19][C:18]([C:21]([F:24])([F:23])[F:22])=[CH:17][C:13]=1[C:14](Cl)=[O:15].C(N(CC)CC)C. (7) Given the product [CH3:13][N:14]([CH3:18])[CH2:15][CH2:16][NH:17][C:2]1[CH:12]=[CH:11][C:5]([C:6]([O:8][CH2:9][CH3:10])=[O:7])=[CH:4][CH:3]=1, predict the reactants needed to synthesize it. The reactants are: F[C:2]1[CH:12]=[CH:11][C:5]([C:6]([O:8][CH2:9][CH3:10])=[O:7])=[CH:4][CH:3]=1.[CH3:13][N:14]([CH3:18])[CH2:15][CH2:16][NH2:17].C(=O)([O-])[O-].[K+].[K+].C(OCC)(=O)C. (8) Given the product [OH:2][C@@H:3]1[CH2:7][CH2:6][N:5]([C:11](=[NH:19])[NH:12][C:13]2[CH:18]=[CH:17][CH:16]=[CH:15][CH:14]=2)[CH2:4]1, predict the reactants needed to synthesize it. The reactants are: Cl.[OH:2][C@@H:3]1[CH2:7][CH2:6][NH:5][CH2:4]1.I.CS[C:11](=[NH:19])[NH:12][C:13]1[CH:18]=[CH:17][CH:16]=[CH:15][CH:14]=1.C(N(CC)CC)C. (9) Given the product [CH3:27][N:20]([CH:21]1[CH2:26][CH2:25][O:24][CH2:23][CH2:22]1)[C:18]([N:16]1[CH:17]=[C:13]([C:9]2[CH:10]=[CH:11][CH:12]=[C:7]([NH:6][S:1](=[O:4])(=[O:3])[NH2:2])[CH:8]=2)[N:14]=[CH:15]1)=[O:19], predict the reactants needed to synthesize it. The reactants are: [S:1](Cl)(=[O:4])(=[O:3])[NH2:2].[NH2:6][C:7]1[CH:8]=[C:9]([C:13]2[N:14]=[CH:15][N:16]([C:18]([N:20]([CH3:27])[CH:21]3[CH2:26][CH2:25][O:24][CH2:23][CH2:22]3)=[O:19])[CH:17]=2)[CH:10]=[CH:11][CH:12]=1.C(N(CC)CC)C.O.